Dataset: Catalyst prediction with 721,799 reactions and 888 catalyst types from USPTO. Task: Predict which catalyst facilitates the given reaction. (1) Reactant: [Cl:1][C:2]1[CH:7]=[CH:6][C:5]([CH:8]2[CH:12]([C:13]3[CH:18]=[CH:17][C:16]([Cl:19])=[CH:15][CH:14]=3)[NH:11][C:10]([C:20]3[C:21]([O:26][CH2:27][CH3:28])=[N:22][CH:23]=[CH:24][CH:25]=3)=[N:9]2)=[CH:4][CH:3]=1.C(N(CC)CC)C.[C:36](Cl)([Cl:38])=[O:37]. Product: [Cl:1][C:2]1[CH:3]=[CH:4][C:5]([CH:8]2[CH:12]([C:13]3[CH:14]=[CH:15][C:16]([Cl:19])=[CH:17][CH:18]=3)[N:11]([C:36]([Cl:38])=[O:37])[C:10]([C:20]3[C:21]([O:26][CH2:27][CH3:28])=[N:22][CH:23]=[CH:24][CH:25]=3)=[N:9]2)=[CH:6][CH:7]=1. The catalyst class is: 2. (2) Reactant: [O:1]=[C:2]1[CH2:7][C:6](=[O:8])[CH2:5][CH2:4][N:3]1C(OC(C)(C)C)=O.[Li+].C[Si]([N-][Si](C)(C)C)(C)C.Br[CH2:27][CH2:28][CH2:29][O:30][CH2:31][C:32]1[CH:37]=[CH:36][CH:35]=[CH:34][CH:33]=1.OS([O-])(=O)=O.[K+]. Product: [CH2:31]([O:30][CH2:29][CH2:28][CH2:27][CH:5]1[CH2:4][NH:3][C:2](=[O:1])[CH2:7][C:6]1=[O:8])[C:32]1[CH:37]=[CH:36][CH:35]=[CH:34][CH:33]=1. The catalyst class is: 1.